From a dataset of Reaction yield outcomes from USPTO patents with 853,638 reactions. Predict the reaction yield, written as a fraction of the theoretical maximum amount of product (1.0 means a 100% yield; for example, 0.34 means a 34% yield). The catalyst is CN1CCCC1=O.C(OCC)(=O)C. The reactants are Cl[C:2]1[C:11]2[C:6](=[CH:7][CH:8]=[C:9]([O:12][C:13]([F:16])([F:15])[F:14])[CH:10]=2)[N:5]=[CH:4][CH:3]=1.[NH2:17][C@H:18]1[CH2:23][CH2:22][C@H:21]([NH2:24])[CH2:20][CH2:19]1.C(N(CC)CC)C.[OH-].[Na+]. The product is [F:14][C:13]([F:16])([F:15])[O:12][C:9]1[CH:10]=[C:11]2[C:6](=[CH:7][CH:8]=1)[N:5]=[CH:4][CH:3]=[C:2]2[NH:17][CH:18]1[CH2:23][CH2:22][CH:21]([NH2:24])[CH2:20][CH2:19]1. The yield is 0.610.